Dataset: Full USPTO retrosynthesis dataset with 1.9M reactions from patents (1976-2016). Task: Predict the reactants needed to synthesize the given product. (1) Given the product [F:3][C:4]1[CH:5]=[CH:6][CH:7]=[C:8]2[C:12]=1[N:11]([C:13]1[N:17]=[C:16]([CH:18]3[CH2:23][CH2:22][N:21]([CH:24]4[CH2:29][CH2:28][N:27]([C:37]([CH:35]5[CH2:36][O:33][CH2:34]5)=[O:38])[CH2:26][CH2:25]4)[CH2:20][CH2:19]3)[O:15][N:14]=1)[N:10]=[C:9]2[CH:30]([CH3:32])[CH3:31], predict the reactants needed to synthesize it. The reactants are: Cl.Cl.[F:3][C:4]1[CH:5]=[CH:6][CH:7]=[C:8]2[C:12]=1[N:11]([C:13]1[N:17]=[C:16]([CH:18]3[CH2:23][CH2:22][N:21]([CH:24]4[CH2:29][CH2:28][NH:27][CH2:26][CH2:25]4)[CH2:20][CH2:19]3)[O:15][N:14]=1)[N:10]=[C:9]2[CH:30]([CH3:32])[CH3:31].[O:33]1[CH2:36][CH:35]([C:37](O)=[O:38])[CH2:34]1.Cl.C(N=C=NCCCN(C)C)C.ON1C2C=CC=CC=2N=N1. (2) The reactants are: Cl[CH2:2][CH2:3][N:4]1[CH2:9][CH2:8][O:7][CH2:6][CH2:5]1.Cl.C([O-])([O-])=O.[Cs+].[Cs+].[CH3:17][NH:18][C:19]([C:21]1[C:30]2[C:25](=[CH:26][C:27]([O:31][C:32]3[C:41]4[C:36](=[CH:37][C:38]([OH:42])=[CH:39][CH:40]=4)[N:35]=[CH:34][CH:33]=3)=[CH:28][CH:29]=2)[CH:24]=[CH:23][CH:22]=1)=[O:20]. Given the product [CH3:17][NH:18][C:19]([C:21]1[C:30]2[C:25](=[CH:26][C:27]([O:31][C:32]3[C:41]4[C:36](=[CH:37][C:38]([O:42][CH2:2][CH2:3][N:4]5[CH2:9][CH2:8][O:7][CH2:6][CH2:5]5)=[CH:39][CH:40]=4)[N:35]=[CH:34][CH:33]=3)=[CH:28][CH:29]=2)[CH:24]=[CH:23][CH:22]=1)=[O:20], predict the reactants needed to synthesize it. (3) Given the product [C:38]1([C:36]2[CH:37]=[C:32]([C:30]([NH:29][C:18]3[CH:17]=[C:16]([C:2]4[S:1][CH:5]=[CH:4][CH:3]=4)[CH:28]=[CH:27][C:19]=3[C:20]([O:22][C:23]([CH3:25])([CH3:26])[CH3:24])=[O:21])=[O:31])[CH:33]=[N:34][CH:35]=2)[CH:39]=[CH:40][CH:41]=[CH:42][CH:43]=1, predict the reactants needed to synthesize it. The reactants are: [S:1]1[CH:5]=[CH:4][CH:3]=[C:2]1B(O)O.C(=O)([O-])[O-].[Na+].[Na+].Br[C:16]1[CH:28]=[CH:27][C:19]([C:20]([O:22][C:23]([CH3:26])([CH3:25])[CH3:24])=[O:21])=[C:18]([NH:29][C:30]([C:32]2[CH:33]=[N:34][CH:35]=[C:36]([C:38]3[CH:43]=[CH:42][CH:41]=[CH:40][CH:39]=3)[CH:37]=2)=[O:31])[CH:17]=1.C(O)(=O)CC(CC(O)=O)(C(O)=O)O. (4) Given the product [Cl:20][C:9]1[N:8]=[N:7][C:6]([C:4]([NH2:21])=[O:3])=[C:11]([NH:12][C:13]2[CH:18]=[CH:17][CH:16]=[C:15]([CH3:19])[N:14]=2)[CH:10]=1, predict the reactants needed to synthesize it. The reactants are: C([O:3][C:4]([C:6]1[N:7]=[N:8][C:9]([Cl:20])=[CH:10][C:11]=1[NH:12][C:13]1[CH:18]=[CH:17][CH:16]=[C:15]([CH3:19])[N:14]=1)=O)C.[NH3:21]. (5) Given the product [C:4]([C:5]1[S:6][C:7]([CH2:10][CH2:11][CH2:12][CH2:13][CH2:14][CH2:15][CH2:16][CH3:17])=[CH:8][CH:9]=1)#[CH:3], predict the reactants needed to synthesize it. The reactants are: C[Si](C)(C)[C:3]#[C:4][C:5]1[S:6][C:7]([CH2:10][CH2:11][CH2:12][CH2:13][CH2:14][CH2:15][CH2:16][CH3:17])=[CH:8][CH:9]=1.C(=O)([O-])[O-].[K+].[K+].C1COCC1. (6) The reactants are: CS(Cl)(=O)=O.[Br:6][C:7]1[CH:8]=[C:9]2[C:13](=[CH:14][CH:15]=1)[NH:12][CH:11]=[C:10]2[CH2:16][CH2:17]O.[CH2:19]([N:21](CC)CC)C.[OH-].[Na+].[C-]#N.[K+]. Given the product [Br:6][C:7]1[CH:8]=[C:9]2[C:13](=[CH:14][CH:15]=1)[NH:12][CH:11]=[C:10]2[CH:16]([CH3:17])[C:19]#[N:21], predict the reactants needed to synthesize it. (7) Given the product [C:1]([C:5]1[CH:6]=[CH:7][C:8]([S:11]([NH:14][C:15]2[CH:23]=[C:22]([F:24])[C:21]([Cl:25])=[CH:20][C:16]=2[C:17]([OH:19])=[O:18])(=[O:13])=[O:12])=[CH:9][CH:10]=1)([CH3:4])([CH3:2])[CH3:3], predict the reactants needed to synthesize it. The reactants are: [C:1]([C:5]1[CH:10]=[CH:9][C:8]([S:11]([NH:14][C:15]2[CH:23]=[C:22]([F:24])[CH:21]=[CH:20][C:16]=2[C:17]([OH:19])=[O:18])(=[O:13])=[O:12])=[CH:7][CH:6]=1)([CH3:4])([CH3:3])[CH3:2].[Cl:25]N1C(=O)CCC1=O.